From a dataset of Full USPTO retrosynthesis dataset with 1.9M reactions from patents (1976-2016). Predict the reactants needed to synthesize the given product. Given the product [Cl:1][C:2]1[CH:3]=[CH:4][C:5]([C@@H:8]2[N:12]([C@@H:23]([C:25]3[CH:26]=[CH:27][C:28]([Cl:31])=[CH:29][CH:30]=3)[CH3:24])[C:13](=[O:22])[CH:14]([Se:38][C:35]3[CH:36]=[CH:37][CH:32]=[CH:33][CH:34]=3)[CH:15]([C:16]3[CH:21]=[CH:20][CH:19]=[CH:18][CH:17]=3)[NH:11][C:9]2=[O:10])=[CH:6][CH:7]=1, predict the reactants needed to synthesize it. The reactants are: [Cl:1][C:2]1[CH:7]=[CH:6][C:5]([C@H:8]([N:12]([C@@H:23]([C:25]2[CH:30]=[CH:29][C:28]([Cl:31])=[CH:27][CH:26]=2)[CH3:24])[C:13](=[O:22])[CH:14]=[CH:15][C:16]2[CH:21]=[CH:20][CH:19]=[CH:18][CH:17]=2)[C:9]([NH2:11])=[O:10])=[CH:4][CH:3]=1.[CH:32]1[CH:37]=[CH:36][C:35]([Se:38]Br)=[CH:34][CH:33]=1.CN(C)C=O.